The task is: Predict which catalyst facilitates the given reaction.. This data is from Catalyst prediction with 721,799 reactions and 888 catalyst types from USPTO. (1) Reactant: [CH3:1][O:2][C:3]1[CH:8]=[CH:7][C:6]([CH:9]([C:29]2[CH:34]=[CH:33][C:32]([O:35][CH3:36])=[CH:31][CH:30]=2)[NH:10][C:11]([C:13]2[C:18]([NH:19][C:20]3[CH:25]=[C:24]([CH3:26])[CH:23]=[C:22]([CH3:27])[N:21]=3)=[CH:17][C:16](Br)=[CH:15][N:14]=2)=[O:12])=[CH:5][CH:4]=1.[NH2:37][CH2:38][CH2:39][CH2:40][NH:41][C:42](=[O:48])[O:43][C:44]([CH3:47])([CH3:46])[CH3:45].CC1(C)C2C(=C(P(C3C=CC=CC=3)C3C=CC=CC=3)C=CC=2)OC2C(P(C3C=CC=CC=3)C3C=CC=CC=3)=CC=CC1=2.C(=O)([O-])[O-].[Cs+].[Cs+]. Product: [CH3:1][O:2][C:3]1[CH:8]=[CH:7][C:6]([CH:9]([NH:10][C:11]([C:13]2[N:14]=[CH:15][C:16]([NH:37][CH2:38][CH2:39][CH2:40][NH:41][C:42](=[O:48])[O:43][C:44]([CH3:46])([CH3:45])[CH3:47])=[CH:17][C:18]=2[NH:19][C:20]2[CH:25]=[C:24]([CH3:26])[CH:23]=[C:22]([CH3:27])[N:21]=2)=[O:12])[C:29]2[CH:34]=[CH:33][C:32]([O:35][CH3:36])=[CH:31][CH:30]=2)=[CH:5][CH:4]=1. The catalyst class is: 110. (2) Reactant: C1(P(C2C=CC=CC=2)C2C=CC=CC=2)C=CC=CC=1.[Cl:20][C:21]1[CH:26]=[CH:25][CH:24]=[CH:23][C:22]=1[CH:27]([OH:29])[CH3:28].N(C(OCC)=O)=NC(OCC)=O.[CH3:42][O:43][C:44]([C:46]1[S:47][C:48]([N:52]2[CH:56]=[N:55][C:54]([NH:57][C:58]3[CH:63]=[CH:62][CH:61]=[CH:60][CH:59]=3)=[N:53]2)=[CH:49][C:50]=1O)=[O:45]. Product: [CH3:42][O:43][C:44]([C:46]1[S:47][C:48]([N:52]2[CH:56]=[N:55][C:54]([NH:57][C:58]3[CH:63]=[CH:62][CH:61]=[CH:60][CH:59]=3)=[N:53]2)=[CH:49][C:50]=1[O:29][CH:27]([C:22]1[CH:23]=[CH:24][CH:25]=[CH:26][C:21]=1[Cl:20])[CH3:28])=[O:45]. The catalyst class is: 118. (3) Reactant: Br[C:2]1[CH:10]=[CH:9][CH:8]=[C:7]2[C:3]=1[CH:4]=[CH:5][N:6]2[CH3:11].C([Li])CCC.[B:17](OC(C)C)([O:22]C(C)C)[O:18]C(C)C.P(=O)(O)(O)O. Product: [CH3:11][N:6]1[C:7]2[CH:8]=[CH:9][CH:10]=[C:2]([B:17]([OH:22])[OH:18])[C:3]=2[CH:4]=[CH:5]1. The catalyst class is: 773. (4) Reactant: [CH3:1][O:2][C:3]([C:5]1[CH:6](O)O[C:8](=[O:10])[CH:9]=1)=[O:4].[NH2:12][C@@H:13]([CH2:17][CH3:18])[C:14]([NH2:16])=[O:15].[H][H]. Product: [NH2:16][C:14]([C@@H:13]([N:12]1[C:8](=[O:10])[CH2:9][CH:5]([C:3]([O:2][CH3:1])=[O:4])[CH2:6]1)[CH2:17][CH3:18])=[O:15]. The catalyst class is: 19. (5) Reactant: [N:1]1[C:8]([Cl:9])=[N:7][C:5](Cl)=[N:4][C:2]=1[Cl:3].[OH:10][CH2:11][C:12]([NH:14][C:15]1[CH:20]=[CH:19][CH:18]=[C:17]([C:21]([F:24])([F:23])[F:22])[CH:16]=1)=[O:13].CCN(C(C)C)C(C)C. Product: [Cl:9][C:8]1[N:1]=[C:2]([Cl:3])[N:4]=[C:5]([O:10][CH2:11][C:12]([NH:14][C:15]2[CH:20]=[CH:19][CH:18]=[C:17]([C:21]([F:22])([F:23])[F:24])[CH:16]=2)=[O:13])[N:7]=1. The catalyst class is: 2. (6) Reactant: Cl[S:2]([C:5]1[CH:6]=[C:7]([CH:17]=[CH:18][CH:19]=1)[C:8]([O:10][CH2:11][CH2:12][Si:13]([CH3:16])([CH3:15])[CH3:14])=[O:9])(=[O:4])=[O:3].C(Cl)Cl.[NH2:23][C:24]1[CH:33]=[CH:32][CH:31]=[CH:30][C:25]=1[C:26]([O:28][CH3:29])=[O:27].C(O)(=O)CC(CC(O)=O)(C(O)=O)O. Product: [CH3:14][Si:13]([CH3:16])([CH3:15])[CH2:12][CH2:11][O:10][C:8]([C:7]1[CH:6]=[C:5]([S:2]([NH:23][C:24]2[CH:33]=[CH:32][CH:31]=[CH:30][C:25]=2[C:26]([O:28][CH3:29])=[O:27])(=[O:4])=[O:3])[CH:19]=[CH:18][CH:17]=1)=[O:9]. The catalyst class is: 17.